Dataset: Reaction yield outcomes from USPTO patents with 853,638 reactions. Task: Predict the reaction yield, written as a fraction of the theoretical maximum amount of product (1.0 means a 100% yield; for example, 0.34 means a 34% yield). (1) The reactants are [NH2:1][C:2]1[C:3]2[C:4]3[C:5](=[N:17][N:18]([CH2:20][C:21]4[C:26]([Cl:27])=[C:25]([O:28][CH3:29])[C:24]([CH3:30])=[CH:23][N:22]=4)[N:19]=2)[CH:6]=[C:7]([CH2:12][C:13]([NH:15][CH3:16])=[O:14])[C:8]=3[CH2:9][S:10][N:11]=1.Cl. The catalyst is C(O)C. The product is [ClH:27].[NH2:1][C:2]1[C:3]2[C:4]3[C:5](=[N:17][N:18]([CH2:20][C:21]4[C:26]([Cl:27])=[C:25]([O:28][CH3:29])[C:24]([CH3:30])=[CH:23][N:22]=4)[N:19]=2)[CH:6]=[C:7]([CH2:12][C:13]([NH:15][CH3:16])=[O:14])[C:8]=3[CH2:9][S:10][N:11]=1. The yield is 0.940. (2) The reactants are [CH3:1][C:2]1[CH:7]=[C:6]([C:8]2[CH:9]=[CH:10][C:11]3[N:17]4[CH2:18][C@H:14]([CH2:15][CH2:16]4)[NH:13][C:12]=3[N:19]=2)[CH:5]=[CH:4][N:3]=1.ClC(Cl)(O[C:24](=[O:30])OC(Cl)(Cl)Cl)Cl.C(N(CC)CC)C.[NH:39]1[C:47]2[C:42](=[N:43][C:44]([NH2:48])=[CH:45][CH:46]=2)[CH:41]=[N:40]1. The catalyst is C1COCC1.C(OCC)(=O)C. The product is [CH3:1][C:2]1[CH:7]=[C:6]([C:8]2[CH:9]=[CH:10][C:11]3[N:17]4[CH2:18][C@H:14]([CH2:15][CH2:16]4)[N:13]([C:24]([NH:48][C:44]4[N:43]=[C:42]5[CH:41]=[N:40][NH:39][C:47]5=[CH:46][CH:45]=4)=[O:30])[C:12]=3[N:19]=2)[CH:5]=[CH:4][N:3]=1. The yield is 0.262.